This data is from Full USPTO retrosynthesis dataset with 1.9M reactions from patents (1976-2016). The task is: Predict the reactants needed to synthesize the given product. Given the product [CH3:1][C:2]1[N:3]=[C:4]([NH:7][C:8]([C:10]2[C:15]([NH:16][C:25]3[CH:30]=[C:29]([F:31])[CH:28]=[C:27]([F:32])[CH:26]=3)=[CH:14][CH:13]=[C:12]([CH3:23])[N:11]=2)=[O:9])[S:5][CH:6]=1, predict the reactants needed to synthesize it. The reactants are: [CH3:1][C:2]1[N:3]=[C:4]([NH:7][C:8]([C:10]2[C:15]([NH:16]C3C=NC=CC=3)=[CH:14][CH:13]=[C:12]([CH3:23])[N:11]=2)=[O:9])[S:5][CH:6]=1.Br[C:25]1[CH:30]=[C:29]([F:31])[CH:28]=[C:27]([F:32])[CH:26]=1.